Dataset: Catalyst prediction with 721,799 reactions and 888 catalyst types from USPTO. Task: Predict which catalyst facilitates the given reaction. Reactant: [Cl:1][C:2]1[CH:3]=[N:4][N:5]([CH3:39])[C:6]=1[C:7]1[CH:8]=[C:9]([C:12]([NH:14][C@@H:15]([CH2:28][C:29]2[CH:34]=[CH:33][CH:32]=[CH:31][C:30]=2[C:35]([F:38])([F:37])[F:36])[CH2:16][N:17]2C(=O)C3C(=CC=CC=3)C2=O)=[O:13])[S:10][CH:11]=1.NN. Product: [NH2:17][CH2:16][C@@H:15]([NH:14][C:12]([C:9]1[S:10][CH:11]=[C:7]([C:6]2[N:5]([CH3:39])[N:4]=[CH:3][C:2]=2[Cl:1])[CH:8]=1)=[O:13])[CH2:28][C:29]1[CH:34]=[CH:33][CH:32]=[CH:31][C:30]=1[C:35]([F:38])([F:37])[F:36]. The catalyst class is: 36.